This data is from CYP2D6 inhibition data for predicting drug metabolism from PubChem BioAssay. The task is: Regression/Classification. Given a drug SMILES string, predict its absorption, distribution, metabolism, or excretion properties. Task type varies by dataset: regression for continuous measurements (e.g., permeability, clearance, half-life) or binary classification for categorical outcomes (e.g., BBB penetration, CYP inhibition). Dataset: cyp2d6_veith. The drug is [N-]=[N+]=Nc1ccc([As](=O)(O)O)cc1. The result is 0 (non-inhibitor).